Dataset: Reaction yield outcomes from USPTO patents with 853,638 reactions. Task: Predict the reaction yield, written as a fraction of the theoretical maximum amount of product (1.0 means a 100% yield; for example, 0.34 means a 34% yield). (1) The reactants are [CH3:1][C:2]1[C:10]2[C:9]([OH:11])=[C:8]([C:12]([OH:14])=O)[C:7](=[O:15])[N:6]([CH3:16])[C:5]=2[S:4][CH:3]=1.C(N(CC)CC)C.[CH3:24][NH:25][C:26]1[CH:31]=[C:30]([F:32])[CH:29]=[CH:28][C:27]=1[F:33].S(Cl)(Cl)=O. The catalyst is ClCCl.C(Cl)(Cl)Cl. The product is [F:33][C:27]1[CH:28]=[CH:29][C:30]([F:32])=[CH:31][C:26]=1[N:25]([CH3:24])[C:12]([C:8]1[C:7](=[O:15])[N:6]([CH3:16])[C:5]2[S:4][CH:3]=[C:2]([CH3:1])[C:10]=2[C:9]=1[OH:11])=[O:14]. The yield is 0.830. (2) The reactants are C([N:3](CC)CC)C.ClC(OCC)=O.[OH:14][CH:15]([CH2:34][C:35]1[CH:40]=[CH:39][CH:38]=[CH:37][CH:36]=1)/[CH:16]=[CH:17]/[C@H:18]1[CH2:23][CH2:22][CH2:21][C:20](=[O:24])[N:19]1[CH2:25][C:26]#[C:27][CH2:28][O:29][CH2:30][C:31](O)=[O:32].N.C([O-])(O)=O.[Na+]. The catalyst is C(Cl)Cl. The product is [OH:14][CH:15]([CH2:34][C:35]1[CH:40]=[CH:39][CH:38]=[CH:37][CH:36]=1)/[CH:16]=[CH:17]/[C@H:18]1[CH2:23][CH2:22][CH2:21][C:20](=[O:24])[N:19]1[CH2:25][C:26]#[C:27][CH2:28][O:29][CH2:30][C:31]([NH2:3])=[O:32]. The yield is 0.930. (3) The reactants are [NH2:1][C:2]1[N:7]=[CH:6][N:5]=[C:4]2[N:8]([CH2:25][C@H:26]([NH:28][C:29](=[O:33])[CH2:30][C:31]#[N:32])[CH3:27])[N:9]=[C:10]([C:11]3[CH:16]=[CH:15][C:14]([O:17][C:18]4[CH:23]=[CH:22][CH:21]=[CH:20][CH:19]=4)=[CH:13][C:12]=3[F:24])[C:3]=12.[CH3:34][C:35]([NH:39][C:40](=[O:46])[O:41][C:42]([CH3:45])([CH3:44])[CH3:43])([CH3:38])[CH:36]=O. The catalyst is C(O)C. The product is [NH2:1][C:2]1[N:7]=[CH:6][N:5]=[C:4]2[N:8]([CH2:25][C@H:26]([NH:28][C:29](=[O:33])[C:30]([C:31]#[N:32])=[CH:38][C:35]([NH:39][C:40](=[O:46])[O:41][C:42]([CH3:45])([CH3:44])[CH3:43])([CH3:34])[CH3:36])[CH3:27])[N:9]=[C:10]([C:11]3[CH:16]=[CH:15][C:14]([O:17][C:18]4[CH:19]=[CH:20][CH:21]=[CH:22][CH:23]=4)=[CH:13][C:12]=3[F:24])[C:3]=12. The yield is 0.350. (4) The reactants are [CH2:1]([C:3]1[NH:4][C:5](=[O:27])[C:6]([CH2:12][C:13]2[CH:18]=[CH:17][C:16]([C:19]3[C:20]([C:25]#[N:26])=[CH:21][CH:22]=[CH:23][CH:24]=3)=[CH:15][CH:14]=2)=[C:7]([CH2:9][CH2:10][CH3:11])[N:8]=1)[CH3:2].[Br:28][C:29]1[CH:34]=[CH:33][C:32](B(O)O)=[CH:31][CH:30]=1.C(N(CC)CC)C.N1C=CC=CC=1. The catalyst is ClCCl.C(OCC)(=O)C.C([O-])(=O)C.[Cu+2].C([O-])(=O)C. The product is [Br:28][C:29]1[CH:34]=[CH:33][C:32]([N:4]2[C:5](=[O:27])[C:6]([CH2:12][C:13]3[CH:18]=[CH:17][C:16]([C:19]4[C:20]([C:25]#[N:26])=[CH:21][CH:22]=[CH:23][CH:24]=4)=[CH:15][CH:14]=3)=[C:7]([CH2:9][CH2:10][CH3:11])[N:8]=[C:3]2[CH2:1][CH3:2])=[CH:31][CH:30]=1. The yield is 0.560. (5) The reactants are [CH3:1][N:2]([CH2:13][C:14]1[NH:18][C:17]2[CH:19]=[CH:20][C:21]([C:23]#[N:24])=[CH:22][C:16]=2[N:15]=1)[CH:3]1[C:12]2[N:11]=[CH:10][CH:9]=[CH:8][C:7]=2[CH2:6][CH2:5][CH2:4]1. The product is [NH2:24][CH2:23][C:21]1[CH:20]=[CH:19][C:17]2[NH:18][C:14]([CH2:13][N:2]([CH3:1])[CH:3]3[C:12]4[N:11]=[CH:10][CH:9]=[CH:8][C:7]=4[CH2:6][CH2:5][CH2:4]3)=[N:15][C:16]=2[CH:22]=1. The catalyst is N.[Ni]. The yield is 0.470. (6) The reactants are C(N(CC)CC)C.[CH2:8]([O:10][C:11]([C:13]1([CH2:18][O:19][C:20]2[CH:25]=[CH:24][C:23]([C:26]3[CH:31]=[CH:30][C:29]([F:32])=[CH:28][CH:27]=3)=[CH:22][CH:21]=2)[CH2:17][CH2:16][NH:15][CH2:14]1)=[O:12])[CH3:9].[Cl:33][C:34]1[CH:39]=[CH:38][CH:37]=[CH:36][C:35]=1[N:40]=[C:41]=[O:42]. The catalyst is ClCCl. The product is [CH2:8]([O:10][C:11]([C:13]1([CH2:18][O:19][C:20]2[CH:25]=[CH:24][C:23]([C:26]3[CH:27]=[CH:28][C:29]([F:32])=[CH:30][CH:31]=3)=[CH:22][CH:21]=2)[CH2:17][CH2:16][N:15]([C:41](=[O:42])[NH:40][C:35]2[CH:36]=[CH:37][CH:38]=[CH:39][C:34]=2[Cl:33])[CH2:14]1)=[O:12])[CH3:9]. The yield is 0.910.